Dataset: Full USPTO retrosynthesis dataset with 1.9M reactions from patents (1976-2016). Task: Predict the reactants needed to synthesize the given product. (1) The reactants are: [NH2:1][CH:2]([C:10]1[C:15]([O:16][CH3:17])=[CH:14][CH:13]=[CH:12][C:11]=1[O:18][CH3:19])[CH2:3][CH2:4][CH2:5][C:6]([O:8]C)=O.[C:20]1([C:26]2[CH:31]=[CH:30][N:29]=[C:28]([CH:32]=O)[CH:27]=2)[CH:25]=[CH:24][CH:23]=[CH:22][CH:21]=1. Given the product [CH3:19][O:18][C:11]1[CH:12]=[CH:13][CH:14]=[C:15]([O:16][CH3:17])[C:10]=1[CH:2]1[N:1]([CH2:32][C:28]2[CH:27]=[C:26]([C:20]3[CH:21]=[CH:22][CH:23]=[CH:24][CH:25]=3)[CH:31]=[CH:30][N:29]=2)[C:6](=[O:8])[CH2:5][CH2:4][CH2:3]1, predict the reactants needed to synthesize it. (2) The reactants are: [CH:1]([O:4]C(C)C)([CH3:3])[CH3:2].[Al:8].Cl.O.[NH:11]1[C:21](=[O:22])[C:20]2[NH:19][C:17](=[O:18])[NH:16][C:15]=2[NH:14][ClH:12]1=[O:13]. Given the product [CH3:2][CH:1]([CH3:3])[O-:4].[Al+3:8].[CH3:2][CH:1]([CH3:3])[O-:4].[CH3:2][CH:1]([CH3:3])[O-:4].[NH:11]1[C:21](=[O:22])[C:20]2[NH:19][C:17](=[O:18])[NH:16][C:15]=2[NH:14][ClH:12]1=[O:13], predict the reactants needed to synthesize it. (3) Given the product [F:19][CH2:18][C:3]1([CH2:2][F:1])[CH:8]=[C:7]([O:9][S:22]([C:21]([F:34])([F:33])[F:20])(=[O:24])=[O:23])[C:6]2[CH:10]=[C:11]([C:14]([F:17])([F:15])[F:16])[CH:12]=[CH:13][C:5]=2[O:4]1, predict the reactants needed to synthesize it. The reactants are: [F:1][CH2:2][C:3]1([CH2:18][F:19])[CH2:8][C:7](=[O:9])[C:6]2[CH:10]=[C:11]([C:14]([F:17])([F:16])[F:15])[CH:12]=[CH:13][C:5]=2[O:4]1.[F:20][C:21]([F:34])([F:33])[S:22](O[S:22]([C:21]([F:34])([F:33])[F:20])(=[O:24])=[O:23])(=[O:24])=[O:23]. (4) Given the product [NH2:1][C:4]1[CH:5]=[C:6]([NH:17][C:18](=[O:20])[CH3:19])[CH:7]=[CH:8][C:9]=1[S:10][C:11]1[CH:16]=[CH:15][CH:14]=[CH:13][CH:12]=1, predict the reactants needed to synthesize it. The reactants are: [N+:1]([C:4]1[CH:5]=[C:6]([NH:17][C:18](=[O:20])[CH3:19])[CH:7]=[CH:8][C:9]=1[S:10][C:11]1[CH:16]=[CH:15][CH:14]=[CH:13][CH:12]=1)([O-])=O.[NH4+].[Cl-].